From a dataset of Reaction yield outcomes from USPTO patents with 853,638 reactions. Predict the reaction yield, written as a fraction of the theoretical maximum amount of product (1.0 means a 100% yield; for example, 0.34 means a 34% yield). (1) The reactants are C(NC(C)C)(C)C.C([Li])CCC.[F:13][C:14]([F:27])([F:26])[S:15][C:16]1[CH:21]=[CH:20][C:19]([CH2:22][C:23]([OH:25])=[O:24])=[CH:18][CH:17]=1.I[CH2:29][CH:30]1[CH2:34][CH2:33][CH2:32][CH2:31]1. The catalyst is O1CCCC1.CN1CCCN(C)C1=O. The product is [CH:30]1([CH2:29][CH:22]([C:19]2[CH:18]=[CH:17][C:16]([S:15][C:14]([F:26])([F:13])[F:27])=[CH:21][CH:20]=2)[C:23]([OH:25])=[O:24])[CH2:34][CH2:33][CH2:32][CH2:31]1. The yield is 0.580. (2) The reactants are [C:1]([C:5]1[C:6]([N+:19]([O-])=O)=[CH:7][C:8]([N+]([O-])=O)=[C:9](/[CH:11]=[CH:12]/[N:13](C)C)[CH:10]=1)([CH3:4])([CH3:3])[CH3:2].O.O.[Sn](Cl)Cl. The catalyst is C(O)C. The product is [C:1]([C:5]1[CH:10]=[C:9]2[C:8](=[CH:7][C:6]=1[NH2:19])[NH:13][CH:12]=[CH:11]2)([CH3:2])([CH3:3])[CH3:4]. The yield is 0.120. (3) The reactants are F[C:2]1[CH:7]=[CH:6][C:5]([N+:8]([O-:10])=[O:9])=[CH:4][CH:3]=1.[C:11]([O:15][C:16]([N:18]1[CH2:23][CH2:22][NH:21][CH2:20][CH2:19]1)=[O:17])([CH3:14])([CH3:13])[CH3:12].C(N(CC)C(C)C)(C)C.CCOCC. The catalyst is C(OCC)(=O)C. The product is [C:11]([O:15][C:16]([N:18]1[CH2:23][CH2:22][N:21]([C:2]2[CH:7]=[CH:6][C:5]([N+:8]([O-:10])=[O:9])=[CH:4][CH:3]=2)[CH2:20][CH2:19]1)=[O:17])([CH3:14])([CH3:12])[CH3:13]. The yield is 0.770. (4) The reactants are C([O:9][C@H:10]1[CH2:15][CH2:14][C:13]([F:17])([F:16])[CH2:12][C@@H:11]1[C:18]1[N:22]([CH2:23][O:24][CH2:25][CH2:26][O:27][CH3:28])[N:21]=[CH:20][CH:19]=1)(=O)C1C=CC=CC=1.C(=O)([O-])[O-].[K+].[K+]. The catalyst is CO. The product is [F:17][C:13]1([F:16])[CH2:14][CH2:15][C@H:10]([OH:9])[C@@H:11]([C:18]2[N:22]([CH2:23][O:24][CH2:25][CH2:26][O:27][CH3:28])[N:21]=[CH:20][CH:19]=2)[CH2:12]1. The yield is 0.990. (5) The reactants are C(NC1C[C@H](C2C=CN=CC=2[N+]([O-])=O)O[C@H](C2CC2)[C@@]1(C)O)C1C=CC=CC=1.[NH2:29][C:30]1[CH:31]=[N:32][CH:33]=[CH:34][C:35]=1[C@H:36]1[O:41][C@@H:40]([CH:42]2[CH2:44][CH2:43]2)[C@@:39]([OH:46])([CH3:45])[C@@H:38]([NH:47][C:48](=[O:54])[O:49][C:50]([CH3:53])([CH3:52])[CH3:51])[CH2:37]1. The catalyst is CO.[OH-].[OH-].[Pd+2]. The product is [NH2:29][C:30]1[CH:31]=[N:32][CH:33]=[CH:34][C:35]=1[C@@H:36]1[O:41][C@H:40]([CH:42]2[CH2:43][CH2:44]2)[C@:39]([OH:46])([CH3:45])[C@H:38]([NH:47][C:48](=[O:54])[O:49][C:50]([CH3:53])([CH3:52])[CH3:51])[CH2:37]1. The yield is 0.170. (6) The reactants are [CH3:1][C:2]1[O:6][C:5]([C:7]2[CH:12]=[CH:11][CH:10]=[CH:9][CH:8]=2)=[N:4][C:3]=1[CH2:13][CH2:14][OH:15].O[C:17]1[CH:43]=[CH:42][C:20]([C:21]([C:23]2[CH:39]=[CH:38][C:37]([O:40][CH3:41])=[CH:36][C:24]=2[O:25][C:26]([CH3:35])([CH3:34])[C:27]([O:29]C(C)(C)C)=[O:28])=[O:22])=[CH:19][CH:18]=1.C1(P(C2C=CC=CC=2)C2C=CC=CC=2)C=CC=CC=1.N(C(OCC)=O)=NC(OCC)=O. The catalyst is ClCCl. The product is [CH3:41][O:40][C:37]1[CH:38]=[CH:39][C:23]([C:21](=[O:22])[C:20]2[CH:19]=[CH:18][C:17]([O:15][CH2:14][CH2:13][C:3]3[N:4]=[C:5]([C:7]4[CH:12]=[CH:11][CH:10]=[CH:9][CH:8]=4)[O:6][C:2]=3[CH3:1])=[CH:43][CH:42]=2)=[C:24]([CH:36]=1)[O:25][C:26]([CH3:35])([CH3:34])[C:27]([OH:29])=[O:28]. The yield is 0.490. (7) The reactants are S(=O)(=O)(O)O.C[O:7][C:8]([C:10]1[C:11]([C:36](O)=[O:37])=[CH:12][C:13]([C:16]2[C:25]3[C:20](=[CH:21][C:22]([O:31][CH2:32][CH3:33])=[C:23]4[O:28][C:27]([CH3:30])([CH3:29])[CH2:26][C:24]4=3)[CH2:19][C:18]([CH3:35])([CH3:34])[N:17]=2)=[CH:14][CH:15]=1)=O.COC([C:43]1[C:44](C(O)=O)=[CH:45][CH:46]=[C:47]([C:49]2C3C(=CC(OCC)=C4OC(C)(C)CC4=3)CC(C)(C)[N:50]=2)[CH:48]=1)=O.C(N)C1C=CC=CC=1.O.ON1C2C=CC=CC=2N=N1.Cl.C(N=C=NCCCN(C)C)C. The catalyst is C1(C)C=CC=CC=1.CN1CCCC1=O.[O-]C#N.[Zn+2].[O-]C#N.C1C=CC([P]([Pd]([P](C2C=CC=CC=2)(C2C=CC=CC=2)C2C=CC=CC=2)([P](C2C=CC=CC=2)(C2C=CC=CC=2)C2C=CC=CC=2)[P](C2C=CC=CC=2)(C2C=CC=CC=2)C2C=CC=CC=2)(C2C=CC=CC=2)C2C=CC=CC=2)=CC=1.O. The product is [CH2:32]([O:31][C:22]1[CH:21]=[C:20]2[C:25](=[C:24]3[CH2:26][C:27]([CH3:30])([CH3:29])[O:28][C:23]=13)[C:16]([C:13]1[CH:12]=[C:11]3[C:10](=[CH:15][CH:14]=1)[C:8](=[O:7])[N:50]([CH2:49][C:47]1[CH:48]=[CH:43][CH:44]=[CH:45][CH:46]=1)[C:36]3=[O:37])=[N:17][C:18]([CH3:35])([CH3:34])[CH2:19]2)[CH3:33]. The yield is 0.0180.